Dataset: CYP3A4 substrate classification data from Carbon-Mangels et al.. Task: Regression/Classification. Given a drug SMILES string, predict its absorption, distribution, metabolism, or excretion properties. Task type varies by dataset: regression for continuous measurements (e.g., permeability, clearance, half-life) or binary classification for categorical outcomes (e.g., BBB penetration, CYP inhibition). Dataset: cyp3a4_substrate_carbonmangels. (1) The molecule is CN1CCN(CCCN2c3ccccc3Sc3ccc(C(F)(F)F)cc32)CC1. The result is 0 (non-substrate). (2) The compound is O=C1[C@H]2CCCC[C@H]2C(=O)N1CCCCN1CCN(c2nsc3ccccc23)CC1. The result is 1 (substrate). (3) The compound is COc1ccc(CCN(C)CCC[C@@](C#N)(c2ccc(OC)c(OC)c2)C(C)C)cc1OC. The result is 1 (substrate). (4) The compound is Nc1nc2ccc(OC(F)(F)F)cc2s1. The result is 0 (non-substrate). (5) The compound is Cc1ccc(/C(=C/CN2CCCC2)c2ccccn2)cc1. The result is 0 (non-substrate).